Dataset: Full USPTO retrosynthesis dataset with 1.9M reactions from patents (1976-2016). Task: Predict the reactants needed to synthesize the given product. (1) Given the product [NH2:23][C@@H:3]([CH:2]([CH3:31])[CH3:1])[CH2:4][NH:5][C:6](=[O:22])[C@@H:7]([NH:11][C:12]([O:14][CH2:15][C:16]1[CH:17]=[CH:18][CH:19]=[CH:20][CH:21]=1)=[O:13])[CH:8]([CH3:10])[CH3:9], predict the reactants needed to synthesize it. The reactants are: [CH3:1][CH:2]([CH3:31])[C@H:3]([NH:23]C(OC(C)(C)C)=O)[CH2:4][NH:5][C:6](=[O:22])[C@@H:7]([NH:11][C:12]([O:14][CH2:15][C:16]1[CH:21]=[CH:20][CH:19]=[CH:18][CH:17]=1)=[O:13])[CH:8]([CH3:10])[CH3:9].C(OC(=O)C)C.Cl. (2) Given the product [CH2:34]([C:23]1[CH:24]=[C:25]([C:29]2[NH:30][N:31]=[N:32][CH:33]=2)[C:26]([OH:28])=[CH:27][C:22]=1[O:21][CH2:20][CH2:19][CH2:18][O:17][C:13]1[C:12]([CH2:36][CH2:37][CH3:38])=[C:11]([CH:16]=[CH:15][CH:14]=1)[O:10][C:5]1[CH:6]=[CH:7][CH:8]=[CH:9][C:4]=1[C:3]([OH:39])=[O:2])[CH3:35], predict the reactants needed to synthesize it. The reactants are: C[O:2][C:3](=[O:39])[C:4]1[CH:9]=[CH:8][CH:7]=[CH:6][C:5]=1[O:10][C:11]1[CH:16]=[CH:15][CH:14]=[C:13]([O:17][CH2:18][CH2:19][CH2:20][O:21][C:22]2[CH:27]=[C:26]([OH:28])[C:25]([C:29]3[NH:30][N:31]=[N:32][CH:33]=3)=[CH:24][C:23]=2[CH2:34][CH3:35])[C:12]=1[CH2:36][CH2:37][CH3:38].[OH-].[Li+].